Dataset: Full USPTO retrosynthesis dataset with 1.9M reactions from patents (1976-2016). Task: Predict the reactants needed to synthesize the given product. (1) Given the product [Br:11][C:12]1[CH:13]=[C:14]([C:18]([CH3:22])([CH3:21])[CH:19]=[O:20])[CH:15]=[N:16][CH:17]=1, predict the reactants needed to synthesize it. The reactants are: C(Cl)(=O)C(Cl)=O.CS(C)=O.[Br:11][C:12]1[CH:13]=[C:14]([C:18]([CH3:22])([CH3:21])[CH2:19][OH:20])[CH:15]=[N:16][CH:17]=1.C(N(CC)CC)C. (2) Given the product [Br:47][C:14]1[CH:15]=[CH:10][C:11]([NH:16][C:44]([CH:41]2[CH2:42][CH2:43][N:38]([C:36]([O:35][CH:33]([CH3:34])[CH3:32])=[O:37])[CH2:39][CH2:40]2)=[O:46])=[CH:12][CH:13]=1, predict the reactants needed to synthesize it. The reactants are: CN(C(ON1N=[N:16][C:11]2[CH:12]=[CH:13][CH:14]=[CH:15][C:10]1=2)=[N+](C)C)C.[B-](F)(F)(F)F.C(N(C(C)C)CC)(C)C.[CH3:32][CH:33]([O:35][C:36]([N:38]1[CH2:43][CH2:42][CH:41]([C:44]([OH:46])=O)[CH2:40][CH2:39]1)=[O:37])[CH3:34].[Br:47]C1N=CC(N)=CC=1.